From a dataset of Forward reaction prediction with 1.9M reactions from USPTO patents (1976-2016). Predict the product of the given reaction. (1) Given the reactants [CH3:1][C:2]([C:4]1[CH:9]=[CH:8][C:7]([N+:10]([O-:12])=[O:11])=[CH:6][CH:5]=1)=[O:3].C1(C)C=CC(S(O)(=O)=O)=CC=1.[CH2:24](O)[CH2:25][CH2:26][OH:27], predict the reaction product. The product is: [N+:10]([C:7]1[CH:6]=[CH:5][C:4]([C:2]2([CH3:1])[O:27][CH2:26][CH2:25][CH2:24][O:3]2)=[CH:9][CH:8]=1)([O-:12])=[O:11]. (2) Given the reactants Cl[C:2]1[N:7]=[CH:6][C:5]([C:8]([NH:10][CH:11]([CH3:13])[CH3:12])=[O:9])=[CH:4][CH:3]=1.Cl.[NH:15]1[CH2:20][CH2:19][CH:18]([N:21]2[C:26]3[CH:27]=[CH:28][CH:29]=[CH:30][C:25]=3[CH2:24][O:23][C:22]2=[O:31])[CH2:17][CH2:16]1, predict the reaction product. The product is: [CH3:12][CH:11]([NH:10][C:8]([C:5]1[CH:6]=[N:7][C:2]([N:15]2[CH2:16][CH2:17][CH:18]([N:21]3[C:26]4[CH:27]=[CH:28][CH:29]=[CH:30][C:25]=4[CH2:24][O:23][C:22]3=[O:31])[CH2:19][CH2:20]2)=[CH:3][CH:4]=1)=[O:9])[CH3:13]. (3) Given the reactants [Cl:1][C:2]1[CH:7]=[CH:6][C:5]([CH2:8][N:9]2[C:13]3[CH:14](O)[CH2:15][CH2:16][CH2:17][C:12]=3[N:11]=[C:10]2[CH:19]([CH3:21])[CH3:20])=[CH:4][CH:3]=1.[CH2:22]([O:24][C:25]([CH:27]([C:33]([O:35][CH2:36][CH3:37])=[O:34])[C:28]([O:30][CH2:31][CH3:32])=[O:29])=[O:26])[CH3:23].CP(C)C.N(C(OC(C)C)=O)=NC(OC(C)C)=O, predict the reaction product. The product is: [Cl:1][C:2]1[CH:7]=[CH:6][C:5]([CH2:8][N:9]2[C:13]3[CH:14]([C:27]([C:33]([O:35][CH2:36][CH3:37])=[O:34])([C:25]([O:24][CH2:22][CH3:23])=[O:26])[C:28]([O:30][CH2:31][CH3:32])=[O:29])[CH2:15][CH2:16][CH2:17][C:12]=3[N:11]=[C:10]2[CH:19]([CH3:21])[CH3:20])=[CH:4][CH:3]=1. (4) Given the reactants [F:1][C:2]1[CH:7]=[CH:6][C:5]([C:8](=[O:15])[CH2:9][C:10]([O:12][CH2:13][CH3:14])=[O:11])=[CH:4][CH:3]=1.[H-].[Na+].Cl[CH2:19][C:20]1[CH:25]=[CH:24][C:23]([O:26][C:27]2[CH:32]=[CH:31][CH:30]=[CH:29][CH:28]=2)=[CH:22][CH:21]=1.O, predict the reaction product. The product is: [F:1][C:2]1[CH:3]=[CH:4][C:5]([C:8](=[O:15])[CH:9]([CH2:19][C:20]2[CH:25]=[CH:24][C:23]([O:26][C:27]3[CH:28]=[CH:29][CH:30]=[CH:31][CH:32]=3)=[CH:22][CH:21]=2)[C:10]([O:12][CH2:13][CH3:14])=[O:11])=[CH:6][CH:7]=1. (5) The product is: [ClH:39].[CH2:19]1[C:18]2[CH:17]=[C:16]([C:20]([O:22][CH3:23])=[O:21])[N:15]=[CH:14][C:13]=2[CH2:12][NH:11]1. Given the reactants CC1C=CC(S([N:11]2[CH2:19][C:18]3[CH:17]=[C:16]([C:20]([O:22][CH2:23]C)=[O:21])[N:15]=[CH:14][C:13]=3[CH2:12]2)(=O)=O)=CC=1.C1(O)C=CC=CC=1.C(OCC)C.S(Cl)([Cl:39])=O, predict the reaction product. (6) Given the reactants [CH:1]12[CH2:7][CH:4]([CH2:5][CH2:6]1)[C:3](=O)[C:2]2=O.COP([CH2:16][C:17]([C:19]1[CH:24]=[CH:23][C:22]([F:25])=[CH:21][C:20]=1[Cl:26])=O)(=O)OC.O.[NH2:28][NH2:29], predict the reaction product. The product is: [Cl:26][C:20]1[CH:21]=[C:22]([F:25])[CH:23]=[CH:24][C:19]=1[C:17]1[N:28]=[N:29][C:2]2[CH:1]3[CH2:7][CH:4]([C:3]=2[CH:16]=1)[CH2:5][CH2:6]3. (7) Given the reactants [CH3:1][O:2][C:3]1[CH:4]=[C:5]2C(=C[C:12]=1OC)N=[C:8]([O:15][C:16]1[C:25]([F:26])=[CH:24][C:19]3[N:20]=[C:21]([NH2:23])[S:22][C:18]=3[CH:17]=1)[CH:7]=[CH:6]2.CC[N:29]([CH2:32][CH3:33])CC.[C:34]1([CH2:40][C:41](Cl)=[O:42])[CH:39]=[CH:38][CH:37]=[CH:36][CH:35]=1.C1C[O:47][CH2:46]C1, predict the reaction product. The product is: [CH3:1][O:2][C:3]1[CH:12]=[C:7]2[C:6](=[CH:5][C:4]=1[O:47][CH3:46])[N:29]=[CH:32][CH:33]=[C:8]2[O:15][C:16]1[C:25]([F:26])=[CH:24][C:19]2[N:20]=[C:21]([NH:23][C:41](=[O:42])[CH2:40][C:34]3[CH:39]=[CH:38][CH:37]=[CH:36][CH:35]=3)[S:22][C:18]=2[CH:17]=1.